From a dataset of Reaction yield outcomes from USPTO patents with 853,638 reactions. Predict the reaction yield, written as a fraction of the theoretical maximum amount of product (1.0 means a 100% yield; for example, 0.34 means a 34% yield). (1) The reactants are Cl[CH2:2]Cl.C[Li].[Cl:6][C:7]1[CH:8]=[C:9]([C:12]([N+:15]([O-:17])=[O:16])=[CH:13][N:14]=1)[CH:10]=[O:11].O. The catalyst is C(OCC)C.[Ti](Cl)(Cl)(Cl)Cl. The product is [Cl:6][C:7]1[CH:8]=[C:9]([CH:10]([OH:11])[CH3:2])[C:12]([N+:15]([O-:17])=[O:16])=[CH:13][N:14]=1. The yield is 1.00. (2) The reactants are [CH2:1]([N:3]([CH2:19][CH3:20])[CH2:4][CH2:5][N:6]1[CH2:11][CH2:10][C:9]2[NH:12][C:13]([CH:16]=O)=[C:14]([CH3:15])[C:8]=2[C:7]1=[O:18])[CH3:2].[Cl:21][C:22]1[CH:23]=[C:24]([NH:29][C:30]2[C:31]3[CH2:38][C:37](=[O:39])[NH:36][C:32]=3[N:33]=[CH:34][N:35]=2)[CH:25]=[CH:26][C:27]=1[F:28]. No catalyst specified. The product is [Cl:21][C:22]1[CH:23]=[C:24]([NH:29][C:30]2[C:31]3[C:38](=[CH:16][C:13]4[NH:12][C:9]5[CH2:10][CH2:11][N:6]([CH2:5][CH2:4][N:3]([CH2:19][CH3:20])[CH2:1][CH3:2])[C:7](=[O:18])[C:8]=5[C:14]=4[CH3:15])[C:37](=[O:39])[NH:36][C:32]=3[N:33]=[CH:34][N:35]=2)[CH:25]=[CH:26][C:27]=1[F:28]. The yield is 0.394.